This data is from Full USPTO retrosynthesis dataset with 1.9M reactions from patents (1976-2016). The task is: Predict the reactants needed to synthesize the given product. (1) Given the product [Cl:1][C:2]1[CH:3]=[C:4]([C@H:9]2[C@@H:15]([CH2:16][N:33]3[CH2:38][CH2:37][CH:36]([C:39]([O:41][CH3:42])=[O:40])[CH2:35][CH2:34]3)[O:14][CH2:13][CH2:12][N:11]([C:18]([O:20][C:21]([CH3:24])([CH3:23])[CH3:22])=[O:19])[CH2:10]2)[CH:5]=[CH:6][C:7]=1[Cl:8], predict the reactants needed to synthesize it. The reactants are: [Cl:1][C:2]1[CH:3]=[C:4]([C@H:9]2[C@@H:15]([CH2:16]I)[O:14][CH2:13][CH2:12][N:11]([C:18]([O:20][C:21]([CH3:24])([CH3:23])[CH3:22])=[O:19])[CH2:10]2)[CH:5]=[CH:6][C:7]=1[Cl:8].C(=O)([O-])[O-].[K+].[K+].[I-].[Na+].[NH:33]1[CH2:38][CH2:37][CH:36]([C:39]([O:41][CH3:42])=[O:40])[CH2:35][CH2:34]1. (2) The reactants are: [NH2:1][C:2]1[CH:3]=[N:4][CH:5]=[CH:6][C:7]=1[O:8]C.[Cl:10][C:11]1[CH:16]=[C:15]([Cl:17])[CH:14]=[CH:13][C:12]=1[CH2:18][S:19](Cl)(=[O:21])=[O:20].B(Br)(Br)Br. Given the product [Cl:10][C:11]1[CH:16]=[C:15]([Cl:17])[CH:14]=[CH:13][C:12]=1[CH2:18][S:19]([NH:1][C:2]1[CH:3]=[N:4][CH:5]=[CH:6][C:7]=1[OH:8])(=[O:21])=[O:20], predict the reactants needed to synthesize it.